This data is from Reaction yield outcomes from USPTO patents with 853,638 reactions. The task is: Predict the reaction yield, written as a fraction of the theoretical maximum amount of product (1.0 means a 100% yield; for example, 0.34 means a 34% yield). (1) The product is [OH:1][CH:2]1[CH2:7][CH2:6][CH2:5][O:4][C:3]1([CH3:18])[C:8]([OH:10])=[O:9]. The yield is 1.00. The reactants are [OH:1][CH:2]1[CH2:7][CH2:6][CH2:5][O:4][C:3]1([CH3:18])[C:8]([O:10]CC1C=CC=CC=1)=[O:9]. The catalyst is CCOC(C)=O.[Pd]. (2) The reactants are Br.Br[CH2:3][C:4]([C:6]1[CH:11]=[CH:10][N:9]=[CH:8][CH:7]=1)=O.[OH:12][C:13]1[CH:14]=[C:15]([NH:20][C:21]([NH2:23])=[S:22])[CH:16]=[CH:17][C:18]=1[CH3:19].N. The catalyst is CCO.O. The product is [CH3:19][C:18]1[CH:17]=[CH:16][C:15]([NH:20][C:21]2[S:22][CH:3]=[C:4]([C:6]3[CH:11]=[CH:10][N:9]=[CH:8][CH:7]=3)[N:23]=2)=[CH:14][C:13]=1[OH:12]. The yield is 0.740. (3) The reactants are [H][H].C(OC([N:13]1[C:21]2[C:16](=[CH:17][CH:18]=[CH:19][CH:20]=2)[CH2:15][CH:14]1[CH2:22][C:23](=[O:30])[CH2:24][C:25]([O:27][CH2:28][CH3:29])=[O:26])=O)C1C=CC=CC=1.C(OC(N1C[C@H](OC)C[C@H]1CC(=O)CC(OCC)=O)=O)C1C=CC=CC=1. The catalyst is [OH-].[OH-].[Pd+2]. The product is [CH2:28]([O:27][C:25]([CH2:24][C:23](=[O:30])[CH2:22][CH:14]1[CH2:15][C:16]2[C:21](=[CH:20][CH:19]=[CH:18][CH:17]=2)[NH:13]1)=[O:26])[CH3:29]. The yield is 1.00. (4) The reactants are [O:1]1[C:5]2[CH:6]=[CH:7][C:8](/[C:10](=[N:21]/[O:22][CH3:23])/[CH2:11][O:12][C:13]3[CH:18]=[CH:17][C:16]([CH2:19][OH:20])=[CH:15][CH:14]=3)=[CH:9][C:4]=2[CH2:3][CH2:2]1.[C:24]([CH:26]([C:32]1[CH:37]=[CH:36][C:35](O)=[CH:34][CH:33]=1)[CH2:27][C:28]([O:30]C)=[O:29])#[N:25]. No catalyst specified. The product is [C:24]([CH:26]([C:32]1[CH:37]=[CH:36][C:35]([O:20][CH2:19][C:16]2[CH:17]=[CH:18][C:13]([O:12][CH2:11]/[C:10](/[C:8]3[CH:7]=[CH:6][C:5]4[O:1][CH2:2][CH2:3][C:4]=4[CH:9]=3)=[N:21]\[O:22][CH3:23])=[CH:14][CH:15]=2)=[CH:34][CH:33]=1)[CH2:27][C:28]([OH:30])=[O:29])#[N:25]. The yield is 0.562. (5) The product is [Si:1]([O:8][C@@H:9]1[C:17]2[C:12](=[C:13]([C:18]3[S:22][C:21]([C:23]4[CH:24]=[CH:25][C:26]([O:34][CH:33]([CH3:35])[CH3:32])=[C:27]([CH:30]=4)[C:28]#[N:29])=[N:20][CH:19]=3)[CH:14]=[CH:15][CH:16]=2)[CH2:11][CH2:10]1)([C:4]([CH3:7])([CH3:6])[CH3:5])([CH3:3])[CH3:2]. The yield is 0.880. The reactants are [Si:1]([O:8][C@@H:9]1[C:17]2[C:12](=[C:13]([C:18]3[S:22][C:21]([C:23]4[CH:24]=[CH:25][C:26](F)=[C:27]([CH:30]=4)[C:28]#[N:29])=[N:20][CH:19]=3)[CH:14]=[CH:15][CH:16]=2)[CH2:11][CH2:10]1)([C:4]([CH3:7])([CH3:6])[CH3:5])([CH3:3])[CH3:2].[CH3:32][CH:33]([CH3:35])[O-:34].[Na+]. The catalyst is CC(O)C. (6) The reactants are [CH3:1][C:2]1[C:7](=[O:8])[N:6]([CH3:9])[C:5]([NH:10][C:11]2[CH:12]=[CH:13][C:14]([I:18])=[CH:15][C:16]=2[F:17])=[C:4]2[C:19]([N:21]([CH:35]3[CH2:37][CH2:36]3)[C:22]([N:24]([C:25]3[CH:26]=[CH:27][CH:28]=[C:29]([NH:31][C:32]([CH3:34])=[O:33])[CH:30]=3)[C:3]=12)=[O:23])=[O:20].[CH3:38][S:39]([CH3:41])=[O:40]. No catalyst specified. The product is [CH3:1][C:2]1[C:7](=[O:8])[N:6]([CH3:9])[C:5]([NH:10][C:11]2[CH:12]=[CH:13][C:14]([I:18])=[CH:15][C:16]=2[F:17])=[C:4]2[C:19]([N:21]([CH:35]3[CH2:36][CH2:37]3)[C:22]([N:24]([C:25]3[CH:26]=[CH:27][CH:28]=[C:29]([NH:31][C:32]([CH3:34])=[O:33])[CH:30]=3)[C:3]=12)=[O:23])=[O:20].[CH3:38][S:39]([CH3:41])=[O:40]. The yield is 0.864. (7) The reactants are [CH2:1]([N:8]1[C@@H:13]2[C@H:14]([C:16]#[N:17])[CH2:15][C@@:9]1([C:19]1[CH:24]=[CH:23][CH:22]=[CH:21][CH:20]=1)[C:10](=[O:18])[CH:11]=[CH:12]2)[C:2]1[CH:7]=[CH:6][CH:5]=[CH:4][CH:3]=1. The catalyst is CO.[OH-].[Pd+2].[OH-]. The product is [CH2:1]([N:8]1[C@@H:13]2[C@H:14]([C:16]#[N:17])[CH2:15][C@@:9]1([C:19]1[CH:24]=[CH:23][CH:22]=[CH:21][CH:20]=1)[C:10](=[O:18])[CH2:11][CH2:12]2)[C:2]1[CH:3]=[CH:4][CH:5]=[CH:6][CH:7]=1. The yield is 0.960. (8) The reactants are [OH:1][CH2:2][C@H:3]1[C@H:7]([C:8]2[CH:13]=[CH:12][C:11]([O:14][CH3:15])=[CH:10][CH:9]=2)[O:6][C:5](=[O:16])[NH:4]1.N1C=CN=C1.[CH3:22][C:23]([Si:26](Cl)([C:33]1[CH:38]=[CH:37][CH:36]=[CH:35][CH:34]=1)[C:27]1[CH:32]=[CH:31][CH:30]=[CH:29][CH:28]=1)([CH3:25])[CH3:24]. The catalyst is CN(C=O)C. The product is [Si:26]([O:1][CH2:2][C@H:3]1[C@H:7]([C:8]2[CH:9]=[CH:10][C:11]([O:14][CH3:15])=[CH:12][CH:13]=2)[O:6][C:5](=[O:16])[NH:4]1)([C:23]([CH3:25])([CH3:24])[CH3:22])([C:33]1[CH:34]=[CH:35][CH:36]=[CH:37][CH:38]=1)[C:27]1[CH:32]=[CH:31][CH:30]=[CH:29][CH:28]=1. The yield is 0.550. (9) The reactants are [Cl:1][C:2]1[CH:10]=[CH:9][C:8](F)=[CH:7][C:3]=1[C:4]([NH2:6])=[O:5].[NH:12]1[CH2:17][CH2:16][O:15][CH2:14][CH2:13]1. The catalyst is CN1C(=O)CCC1.O. The product is [Cl:1][C:2]1[CH:10]=[CH:9][C:8]([N:12]2[CH2:17][CH2:16][O:15][CH2:14][CH2:13]2)=[CH:7][C:3]=1[C:4]([NH2:6])=[O:5]. The yield is 0.150.